The task is: Predict the product of the given reaction.. This data is from Forward reaction prediction with 1.9M reactions from USPTO patents (1976-2016). (1) The product is: [C:7]([C:9]1[CH:25]=[CH:24][C:12]2[CH2:13][CH2:14][N:15]([C:18](=[O:23])[C:19]([F:22])([F:20])[F:21])[CH2:16][CH2:17][C:11]=2[C:10]=1[O:26][C:3](=[S:4])[N:2]([CH3:6])[CH3:1])#[N:8]. Given the reactants [CH3:1][N:2]([CH3:6])[C:3](Cl)=[S:4].[C:7]([C:9]1[CH:25]=[CH:24][C:12]2[CH2:13][CH2:14][N:15]([C:18](=[O:23])[C:19]([F:22])([F:21])[F:20])[CH2:16][CH2:17][C:11]=2[C:10]=1[OH:26])#[N:8].C(N(CC)CC)C, predict the reaction product. (2) Given the reactants [CH:1]12[CH2:7][NH:6][CH:5]1[CH2:4][N:3](C1C=NC3C(=CC=CC=3)N=1)[CH2:2]2.Cl[C:19]1[N:24]=[C:23]([C:25]2[CH:30]=[CH:29][CH:28]=[CH:27][CH:26]=2)[CH:22]=[CH:21][N:20]=1, predict the reaction product. The product is: [C:25]1([C:23]2[CH:22]=[CH:21][N:20]=[C:19]([N:3]3[CH2:4][CH:5]4[CH:1]([CH2:7][NH:6]4)[CH2:2]3)[N:24]=2)[CH:30]=[CH:29][CH:28]=[CH:27][CH:26]=1. (3) Given the reactants C(OC([NH:8][CH2:9][C:10]([CH3:23])([O:12][C:13]1[CH:22]=[CH:21][C:16]([C:17]([O:19][CH3:20])=[O:18])=[CH:15][CH:14]=1)[CH3:11])=O)(C)(C)C.C1(OC)C=CC=CC=1, predict the reaction product. The product is: [NH2:8][CH2:9][C:10]([CH3:23])([O:12][C:13]1[CH:22]=[CH:21][C:16]([C:17]([O:19][CH3:20])=[O:18])=[CH:15][CH:14]=1)[CH3:11]. (4) Given the reactants [C:1]1([C:23]2[CH:28]=[CH:27][CH:26]=[CH:25][CH:24]=2)[CH:6]=[CH:5][C:4]([NH:7][C:8](=[O:22])[C:9]2[CH:14]=[CH:13][C:12]([O:15][CH3:16])=[C:11]([NH:17][C:18](=[O:21])[CH2:19]Cl)[CH:10]=2)=[CH:3][CH:2]=1.C(N(CC)CC)C.Cl.[C@H:37]12[CH2:43][C@H:40]([NH:41][CH2:42]1)[CH2:39][O:38]2.[I-].[K+], predict the reaction product. The product is: [C:1]1([C:23]2[CH:28]=[CH:27][CH:26]=[CH:25][CH:24]=2)[CH:6]=[CH:5][C:4]([NH:7][C:8](=[O:22])[C:9]2[CH:14]=[CH:13][C:12]([O:15][CH3:16])=[C:11]([NH:17][C:18](=[O:21])[CH2:19][N:41]3[CH2:42][C@@H:37]4[CH2:43][C@H:40]3[CH2:39][O:38]4)[CH:10]=2)=[CH:3][CH:2]=1. (5) Given the reactants [Cl:1][C:2]1[CH:3]=[C:4]([NH:8][C:9]2[CH:14]=[C:13]([NH:15][CH3:16])[N:12]=[CH:11][N:10]=2)[CH:5]=[CH:6][CH:7]=1.[CH3:17][C:18]1[CH:23]=[CH:22][CH:21]=[C:20]([CH3:24])[C:19]=1[N:25]=[C:26]=[O:27], predict the reaction product. The product is: [Cl:1][C:2]1[CH:3]=[C:4]([NH:8][C:9]2[N:10]=[CH:11][N:12]=[C:13]([N:15]([CH3:16])[C:26]([NH:25][C:19]3[C:18]([CH3:17])=[CH:23][CH:22]=[CH:21][C:20]=3[CH3:24])=[O:27])[CH:14]=2)[CH:5]=[CH:6][CH:7]=1. (6) Given the reactants [F:1][C:2]1[CH:16]=[CH:15][C:5]2[N:6]=[N:7][N:8]([CH2:11][C:12]([OH:14])=O)[C:9](=[O:10])[C:4]=2[CH:3]=1.[C:17]1([CH3:26])[CH:22]=[CH:21][C:20]([C@@H:23]([NH2:25])[CH3:24])=[CH:19][CH:18]=1, predict the reaction product. The product is: [F:1][C:2]1[CH:16]=[CH:15][C:5]2[N:6]=[N:7][N:8]([CH2:11][C:12]([NH:25][C@H:23]([C:20]3[CH:21]=[CH:22][C:17]([CH3:26])=[CH:18][CH:19]=3)[CH3:24])=[O:14])[C:9](=[O:10])[C:4]=2[CH:3]=1. (7) Given the reactants [CH3:1][CH:2]([CH2:5][OH:6])[CH2:3][OH:4].CCN(CC)CC.[CH3:14][S:15](Cl)(=[O:17])=[O:16], predict the reaction product. The product is: [CH3:14][S:15]([O:4][CH2:3][CH:2]([CH3:1])[CH2:5][O:6][S:15]([CH3:14])(=[O:17])=[O:16])(=[O:17])=[O:16]. (8) Given the reactants [Cl:1][C:2]1[CH:7]=[CH:6][C:5]([C:8]#[C:9][CH2:10][CH2:11][CH2:12][C:13]2([S:20]([C:23]3[CH:28]=[CH:27][C:26]([O:29][CH3:30])=[CH:25][CH:24]=3)(=[O:22])=[O:21])[S:17][C:16](=[O:18])[NH:15][C:14]2=[O:19])=[CH:4][CH:3]=1.[Br:31][CH2:32][CH2:33][CH2:34]Br.C(=O)([O-])[O-].[K+].[K+], predict the reaction product. The product is: [Cl:1][C:2]1[CH:7]=[CH:6][C:5]([C:8]#[C:9][CH2:10][CH2:11][CH2:12][C:13]2([S:20]([C:23]3[CH:24]=[CH:25][C:26]([O:29][CH3:30])=[CH:27][CH:28]=3)(=[O:22])=[O:21])[S:17][C:16](=[O:18])[N:15]([CH2:34][CH2:33][CH2:32][Br:31])[C:14]2=[O:19])=[CH:4][CH:3]=1. (9) Given the reactants [Cl:1][C:2]1[CH:7]=[C:6]2[NH:8][C:9](=[O:45])[C:10]3([CH:15]([C:16]4[CH:21]=[C:20]([Cl:22])[CH:19]=[CH:18][C:17]=4[O:23][C:24]([CH2:34][CH3:35])([C:27]([NH:29][S:30]([CH3:33])(=[O:32])=[O:31])=[O:28])[CH2:25][CH3:26])[CH2:14][C:13](=[O:36])[NH:12][CH:11]3[C:37]3[CH:42]=[C:41]([F:43])[CH:40]=[CH:39][C:38]=3[CH3:44])[C:5]2=[CH:4][CH:3]=1.[CH2:46]([CH:48]([CH2:52][CH3:53])[C:49](Cl)=[O:50])[CH3:47], predict the reaction product. The product is: [Cl:1][C:2]1[CH:7]=[C:6]2[N:8]([C:49](=[O:50])[CH:48]([CH2:52][CH3:53])[CH2:46][CH3:47])[C:9](=[O:45])[C:10]3([CH:15]([C:16]4[CH:21]=[C:20]([Cl:22])[CH:19]=[CH:18][C:17]=4[O:23][C:24]([CH2:34][CH3:35])([C:27]([NH:29][S:30]([CH3:33])(=[O:32])=[O:31])=[O:28])[CH2:25][CH3:26])[CH2:14][C:13](=[O:36])[NH:12][CH:11]3[C:37]3[CH:42]=[C:41]([F:43])[CH:40]=[CH:39][C:38]=3[CH3:44])[C:5]2=[CH:4][CH:3]=1.